Dataset: Reaction yield outcomes from USPTO patents with 853,638 reactions. Task: Predict the reaction yield, written as a fraction of the theoretical maximum amount of product (1.0 means a 100% yield; for example, 0.34 means a 34% yield). (1) The reactants are [NH2:1][CH2:2][CH2:3][NH:4][C:5](=[O:11])[O:6][C:7]([CH3:10])([CH3:9])[CH3:8].[CH:12](=O)[C:13]1[CH:18]=[CH:17][CH:16]=[CH:15][CH:14]=1.[BH4-].[Na+]. The catalyst is CO. The product is [CH2:12]([NH:1][CH2:2][CH2:3][NH:4][C:5](=[O:11])[O:6][C:7]([CH3:8])([CH3:10])[CH3:9])[C:13]1[CH:18]=[CH:17][CH:16]=[CH:15][CH:14]=1. The yield is 0.920. (2) The reactants are [N:1]1([C:7]2[O:8][C:9]([C:16]([NH:18][C:19]3[CH:20]=[CH:21][C:22]([N:25]4[CH2:30][CH2:29][CH:28]([C:31]([O:33]CC)=[O:32])[CH2:27][CH2:26]4)=[N:23][CH:24]=3)=[O:17])=[C:10]([C:12]([F:15])([F:14])[F:13])[N:11]=2)[CH2:6][CH2:5][CH2:4][CH2:3][CH2:2]1. The catalyst is C1COCC1.O.[OH-].[Na+]. The product is [N:1]1([C:7]2[O:8][C:9]([C:16]([NH:18][C:19]3[CH:20]=[CH:21][C:22]([N:25]4[CH2:26][CH2:27][CH:28]([C:31]([OH:33])=[O:32])[CH2:29][CH2:30]4)=[N:23][CH:24]=3)=[O:17])=[C:10]([C:12]([F:14])([F:15])[F:13])[N:11]=2)[CH2:6][CH2:5][CH2:4][CH2:3][CH2:2]1. The yield is 0.980. (3) The reactants are [C:1]([N:6]1[CH:10]2[CH2:11][CH2:12][CH:7]1[CH:8](C(O)=O)[CH2:9]2)([O:3][CH2:4][CH3:5])=[O:2].N#N.C([O-])(=O)C.C([O-])(=O)C.C([O-])(=O)C.C([O-])(=O)C.[Pb+4]. The catalyst is C1C=CC=CC=1.[Al].C([O-])(=O)C.[Cu+2].C([O-])(=O)C. The product is [C:1]([N:6]1[CH:10]2[CH2:11][CH2:12][C:7]1=[CH:8][CH2:9]2)([O:3][CH2:4][CH3:5])=[O:2]. The yield is 0.770. (4) The reactants are C([O:3][C:4](=[O:28])[CH2:5][NH:6][CH2:7][CH2:8][O:9][C:10]1[CH:15]=[CH:14][C:13]([CH2:16][CH2:17][CH2:18][CH2:19][NH:20][C:21]([O:23][C:24]([CH3:27])([CH3:26])[CH3:25])=[O:22])=[CH:12][CH:11]=1)C.[Li+].[OH-].Cl. The catalyst is C1COCC1. The product is [C:24]([O:23][C:21]([NH:20][CH2:19][CH2:18][CH2:17][CH2:16][C:13]1[CH:14]=[CH:15][C:10]([O:9][CH2:8][CH2:7][NH:6][CH2:5][C:4]([OH:28])=[O:3])=[CH:11][CH:12]=1)=[O:22])([CH3:27])([CH3:25])[CH3:26]. The yield is 0.960. (5) The reactants are [C:1](=O)([O-])[O-].[K+].[K+].IC.[OH:9][C:10]1[CH:23]=[CH:22][C:13]2[C:14]([C:17]([O:19][CH2:20][CH3:21])=[O:18])=[N:15][O:16][C:12]=2[CH:11]=1. The catalyst is CN(C)C=O.O. The product is [CH3:1][O:9][C:10]1[CH:23]=[CH:22][C:13]2[C:14]([C:17]([O:19][CH2:20][CH3:21])=[O:18])=[N:15][O:16][C:12]=2[CH:11]=1. The yield is 0.190. (6) The reactants are CC([O-])(C)C.[K+].[Cl:7][C:8]1[CH:13]=[C:12]([NH:14][C:15]([C:17]2[CH:18]=[N:19][N:20]([CH:22]3[CH2:27][CH2:26][CH2:25][CH2:24][O:23]3)[CH:21]=2)=[O:16])[C:11]([I:28])=[CH:10][N:9]=1.[F:29][C:30]([F:41])([F:40])[CH2:31]OS(C(F)(F)F)(=O)=O.C([O-])(O)=O.[Na+]. The catalyst is CC1OCCC1. The product is [Cl:7][C:8]1[CH:13]=[C:12]([N:14]([CH2:31][C:30]([F:41])([F:40])[F:29])[C:15]([C:17]2[CH:18]=[N:19][N:20]([CH:22]3[CH2:27][CH2:26][CH2:25][CH2:24][O:23]3)[CH:21]=2)=[O:16])[C:11]([I:28])=[CH:10][N:9]=1. The yield is 0.620. (7) The yield is 0.510. The reactants are [O:1]1[CH2:5][CH2:4][O:3][CH:2]1[C:6]1[O:7][CH:8]=[CH:9][CH:10]=1.C([Li])CCC.[F:16][C:17]1[CH:24]=[CH:23][C:20]([CH2:21]Br)=[CH:19][CH:18]=1. The product is [F:16][C:17]1[CH:24]=[CH:23][C:20]([CH2:21][C:8]2[O:7][C:6]([CH:2]3[O:3][CH2:4][CH2:5][O:1]3)=[CH:10][CH:9]=2)=[CH:19][CH:18]=1. The catalyst is O1CCCC1.